Dataset: NCI-60 drug combinations with 297,098 pairs across 59 cell lines. Task: Regression. Given two drug SMILES strings and cell line genomic features, predict the synergy score measuring deviation from expected non-interaction effect. (1) Drug 1: CCN(CC)CCNC(=O)C1=C(NC(=C1C)C=C2C3=C(C=CC(=C3)F)NC2=O)C. Drug 2: CN(C(=O)NC(C=O)C(C(C(CO)O)O)O)N=O. Cell line: UO-31. Synergy scores: CSS=-4.88, Synergy_ZIP=2.62, Synergy_Bliss=-0.146, Synergy_Loewe=-3.32, Synergy_HSA=-5.10. (2) Drug 1: CCC1(CC2CC(C3=C(CCN(C2)C1)C4=CC=CC=C4N3)(C5=C(C=C6C(=C5)C78CCN9C7C(C=CC9)(C(C(C8N6C=O)(C(=O)OC)O)OC(=O)C)CC)OC)C(=O)OC)O.OS(=O)(=O)O. Drug 2: C(CN)CNCCSP(=O)(O)O. Cell line: KM12. Synergy scores: CSS=14.0, Synergy_ZIP=-1.80, Synergy_Bliss=-3.51, Synergy_Loewe=-95.7, Synergy_HSA=-6.45. (3) Drug 1: C1=CC(=CC=C1C#N)C(C2=CC=C(C=C2)C#N)N3C=NC=N3. Drug 2: CN1C(=O)N2C=NC(=C2N=N1)C(=O)N. Cell line: SK-MEL-28. Synergy scores: CSS=-6.54, Synergy_ZIP=1.84, Synergy_Bliss=-2.41, Synergy_Loewe=-6.64, Synergy_HSA=-7.38. (4) Drug 1: CC(C1=C(C=CC(=C1Cl)F)Cl)OC2=C(N=CC(=C2)C3=CN(N=C3)C4CCNCC4)N. Drug 2: C1C(C(OC1N2C=C(C(=O)NC2=O)F)CO)O. Cell line: A498. Synergy scores: CSS=28.9, Synergy_ZIP=0.00302, Synergy_Bliss=1.47, Synergy_Loewe=-3.32, Synergy_HSA=3.94. (5) Drug 1: C1CCC(C(C1)N)N.C(=O)(C(=O)[O-])[O-].[Pt+4]. Drug 2: CCC1(C2=C(COC1=O)C(=O)N3CC4=CC5=C(C=CC(=C5CN(C)C)O)N=C4C3=C2)O.Cl. Cell line: CAKI-1. Synergy scores: CSS=48.1, Synergy_ZIP=-7.00, Synergy_Bliss=-4.66, Synergy_Loewe=-26.3, Synergy_HSA=-0.109. (6) Drug 1: CCN(CC)CCNC(=O)C1=C(NC(=C1C)C=C2C3=C(C=CC(=C3)F)NC2=O)C. Drug 2: C1CC(=O)NC(=O)C1N2C(=O)C3=CC=CC=C3C2=O. Cell line: K-562. Synergy scores: CSS=-4.75, Synergy_ZIP=2.73, Synergy_Bliss=-0.907, Synergy_Loewe=-3.34, Synergy_HSA=-5.58.